Dataset: Catalyst prediction with 721,799 reactions and 888 catalyst types from USPTO. Task: Predict which catalyst facilitates the given reaction. Reactant: [N+:1]([C:4]1[CH:18]=[CH:17][C:7]([CH2:8][CH:9]([C:11](=[O:16])[NH:12][CH2:13][CH2:14][NH2:15])[NH2:10])=[CH:6][CH:5]=1)([O-:3])=[O:2].[CH:19](=O)[C:20]1[CH:25]=[CH:24][CH:23]=[CH:22][CH:21]=1. Product: [N+:1]([C:4]1[CH:18]=[CH:17][C:7]([CH2:8][CH:9]([C:11](=[O:16])[NH:12][CH2:13][CH2:14][N:15]=[CH:8][C:7]2[CH:17]=[CH:18][CH:4]=[CH:5][CH:6]=2)[N:10]=[CH:19][C:20]2[CH:25]=[CH:24][CH:23]=[CH:22][CH:21]=2)=[CH:6][CH:5]=1)([O-:3])=[O:2]. The catalyst class is: 14.